From a dataset of Catalyst prediction with 721,799 reactions and 888 catalyst types from USPTO. Predict which catalyst facilitates the given reaction. (1) Reactant: COC(=O)[CH2:4][CH2:5][N:6]1[C:14]2[C:9](=[CH:10][CH:11]=[CH:12][CH:13]=2)[CH:8]=[CH:7]1.[CH3:16][Mg]I.C([O:21][CH2:22][CH3:23])C. Product: [N:6]1([CH2:5][CH2:4][C:22]([CH3:23])([OH:21])[CH3:16])[C:14]2[C:9](=[CH:10][CH:11]=[CH:12][CH:13]=2)[CH:8]=[CH:7]1. The catalyst class is: 1. (2) Reactant: O.[OH-].[Li+].[C:4]1([CH:10]([N:12]2[C:20]3[C:15](=[CH:16][CH:17]=[CH:18][CH:19]=3)[C:14]([C:21]([O:23]C)=[O:22])=[N:13]2)[CH3:11])[CH:9]=[CH:8][CH:7]=[CH:6][CH:5]=1. Product: [C:4]1([CH:10]([N:12]2[C:20]3[C:15](=[CH:16][CH:17]=[CH:18][CH:19]=3)[C:14]([C:21]([OH:23])=[O:22])=[N:13]2)[CH3:11])[CH:9]=[CH:8][CH:7]=[CH:6][CH:5]=1. The catalyst class is: 30. (3) Reactant: [CH3:1][O:2][C:3]1[CH:4]=[CH:5][CH:6]=[C:7]2[C:12]=1[CH2:11][CH:10]([NH:13][CH2:14][CH2:15][CH3:16])[CH2:9][CH2:8]2.[C-:17]1([CH2:22][C:23]([OH:25])=O)[CH:21]=[CH:20][CH:19]=[CH:18]1.[CH-:26]1[CH:30]=[CH:29][CH:28]=[CH:27]1.[Fe+2:31]. Product: [CH3:1][O:2][C:3]1[CH:4]=[CH:5][CH:6]=[C:7]2[C:12]=1[CH2:11][CH:10]([N:13]([CH2:14][CH2:15][CH3:16])[C:23](=[O:25])[CH2:22][C-:17]1[CH:18]=[CH:19][CH:20]=[CH:21]1)[CH2:9][CH2:8]2.[CH-:26]1[CH:30]=[CH:29][CH:28]=[CH:27]1.[Fe+2:31]. The catalyst class is: 195.